This data is from Reaction yield outcomes from USPTO patents with 853,638 reactions. The task is: Predict the reaction yield, written as a fraction of the theoretical maximum amount of product (1.0 means a 100% yield; for example, 0.34 means a 34% yield). The reactants are [N+:1]([C:4]1[CH:5]=[C:6]([CH:9]=[C:10]([C:12]([F:15])([F:14])[F:13])[CH:11]=1)[C:7]#[N:8])([O-])=O.C(O)(=O)C.[Sn](Cl)Cl. The catalyst is CCO.O. The product is [NH2:1][C:4]1[CH:5]=[C:6]([CH:9]=[C:10]([C:12]([F:13])([F:14])[F:15])[CH:11]=1)[C:7]#[N:8]. The yield is 0.490.